From a dataset of Catalyst prediction with 721,799 reactions and 888 catalyst types from USPTO. Predict which catalyst facilitates the given reaction. (1) Reactant: I.FC1C=C([C@H:9]2[C@@H:13]([C:14]3[CH:19]=[CH:18][CH:17]=[C:16]([F:20])[CH:15]=3)[NH:12][C:11]([S:21][CH3:22])=[N:10]2)C=CC=1.[C:23]([O:27][C:28](O[C:28]([O:27][C:23]([CH3:26])([CH3:25])[CH3:24])=[O:29])=[O:29])([CH3:26])([CH3:25])[CH3:24].C(N(CC)CC)C. Product: [F:20][C:16]1[CH:15]=[C:14]([CH:13]2[CH2:9][N:10]([C:28]([O:27][C:23]([CH3:26])([CH3:25])[CH3:24])=[O:29])[C:11]([S:21][CH3:22])=[N:12]2)[CH:19]=[CH:18][CH:17]=1. The catalyst class is: 119. (2) Reactant: [C:1](O)(=O)C.[NH:5]1[CH2:10][CH2:9][CH2:8][CH:7]([NH:11][C:12]([C:14]2[CH:15]=[C:16]3[C:20](=[CH:21][CH:22]=2)[NH:19][N:18]=[CH:17]3)=[O:13])[CH2:6]1.C=O.C([BH3-])#N.[Na+].[OH-].[Na+]. Product: [CH3:1][N:5]1[CH2:10][CH2:9][CH2:8][CH:7]([NH:11][C:12]([C:14]2[CH:15]=[C:16]3[C:20](=[CH:21][CH:22]=2)[NH:19][N:18]=[CH:17]3)=[O:13])[CH2:6]1. The catalyst class is: 5. (3) Reactant: Br[C:2]1[C:3]2[N:4]([C:8]([CH2:14][C:15]3[CH:34]=[CH:33][C:18]4/[C:19](=[C:29](/[CH3:32])\[C:30]#[N:31])/[C:20]5[CH:27]=[CH:26][C:25]([F:28])=[CH:24][C:21]=5[O:22][CH2:23][C:17]=4[CH:16]=3)=[C:9]([CH:11]3[CH2:13][CH2:12]3)[N:10]=2)[CH:5]=[CH:6][CH:7]=1.C(P(C(C)(C)C)C1C=CC=CC=1C1C=CC=CC=1)(C)(C)C.CC(C)([O-])C.[Na+].[CH3:62][NH:63][CH3:64].C1COCC1. Product: [CH:11]1([C:9]2[N:10]=[C:3]3[C:2]([N:63]([CH3:64])[CH3:62])=[CH:7][CH:6]=[CH:5][N:4]3[C:8]=2[CH2:14][C:15]2[CH:34]=[CH:33][C:18]3/[C:19](=[C:29](/[CH3:32])\[C:30]#[N:31])/[C:20]4[CH:27]=[CH:26][C:25]([F:28])=[CH:24][C:21]=4[O:22][CH2:23][C:17]=3[CH:16]=2)[CH2:13][CH2:12]1. The catalyst class is: 101.